Dataset: Forward reaction prediction with 1.9M reactions from USPTO patents (1976-2016). Task: Predict the product of the given reaction. Given the reactants [NH2:1][C:2]1[CH:7]=[CH:6][N:5]=[C:4]([Cl:8])[CH:3]=1.[C:9]([O:13][C:14](O[C:14]([O:13][C:9]([CH3:12])([CH3:11])[CH3:10])=[O:15])=[O:15])([CH3:12])([CH3:11])[CH3:10], predict the reaction product. The product is: [Cl:8][C:4]1[CH:3]=[C:2]([NH:1][C:14](=[O:15])[O:13][C:9]([CH3:12])([CH3:11])[CH3:10])[CH:7]=[CH:6][N:5]=1.